Dataset: Forward reaction prediction with 1.9M reactions from USPTO patents (1976-2016). Task: Predict the product of the given reaction. (1) Given the reactants [CH3:1][CH2:2][C@@H:3]([C@H:5]([NH:62][C:63]([C@@H:65]([NH2:71])[CH2:66][CH2:67][CH2:68][CH2:69][NH2:70])=[O:64])[C:6]([NH:8][C@H:9]([C:17]([NH:19][CH2:20][C:21]([NH:23][C@H:24]([C:27]([NH:29][C@H:30]([C:35]([NH:37][C@H:38]([C:40]([NH:42][C@H:43]([C:51]([NH:53][C@H:54]([C:59]([OH:61])=[O:60])[CH2:55][CH:56]([CH3:58])[CH3:57])=[O:52])[CH2:44][C:45]1[CH:46]=[CH:47][CH:48]=[CH:49][CH:50]=1)=[O:41])[CH3:39])=[O:36])[CH2:31][CH:32]([CH3:34])[CH3:33])=[O:28])[CH2:25][OH:26])=[O:22])=[O:18])[CH2:10][C:11]1[CH:12]=[CH:13][CH:14]=[CH:15][CH:16]=1)=[O:7])[CH3:4].[C:72](#[N:74])[CH3:73], predict the reaction product. The product is: [CH3:1][CH2:2][C@@H:3]([C@H:5]([NH:62][C:63]([C@@H:65]([NH2:71])[CH2:66][CH2:67][CH2:68][CH2:69][NH2:70])=[O:64])[C:6]([NH:8][C@H:9]([C:17]([NH:19][CH2:20][C:21]([NH:23][C@H:24]([C:27]([NH:29][C@H:30]([C:35]([NH:37][C@H:38]([C:40]([NH:42][C@H:43]([C:51]([NH:53][C@H:54]([C:59]([OH:61])=[O:60])[CH2:55][CH:56]([CH3:57])[CH3:58])=[O:52])[CH2:44][C:45]1[CH:46]=[CH:47][CH:48]=[CH:49][CH:50]=1)=[O:41])[CH3:39])=[O:36])[CH2:31][CH:32]([CH3:34])[CH3:33])=[O:28])[CH2:25][OH:26])=[O:22])=[O:18])[CH2:10][C:11]1[CH:16]=[CH:15][CH:14]=[CH:13][CH:12]=1)=[O:7])[CH3:4].[C:72](#[N:74])[CH3:73].[OH2:7]. (2) Given the reactants [S:1]1[C:5]2[CH:6]=[CH:7][CH:8]=[CH:9][C:4]=2[C:3]([N:10]2[CH2:15][CH2:14][N:13]([CH2:16][CH2:17][C:18]3[CH:19]=[CH:20][CH:21]=[C:22]4[C:27]=3[NH:26][C:25](=O)[CH2:24][C:23]4([CH3:30])[CH3:29])[CH2:12][CH2:11]2)=[N:2]1, predict the reaction product. The product is: [S:1]1[C:5]2[CH:6]=[CH:7][CH:8]=[CH:9][C:4]=2[C:3]([N:10]2[CH2:15][CH2:14][N:13]([CH2:16][CH2:17][C:18]3[CH:19]=[CH:20][CH:21]=[C:22]4[C:27]=3[NH:26][CH2:25][CH2:24][C:23]4([CH3:30])[CH3:29])[CH2:12][CH2:11]2)=[N:2]1. (3) The product is: [C:5]([CH:4]([C:3]#[N:7])[C:9]([CH3:15])([CH3:14])[C:10]([O:12][CH3:13])=[O:11])#[N:6]. Given the reactants [H-].[Na+].[C:3](#[N:7])[CH2:4][C:5]#[N:6].Br[C:9]([CH3:15])([CH3:14])[C:10]([O:12][CH3:13])=[O:11].C(=O)([O-])O.[Na+], predict the reaction product. (4) The product is: [Cl:1][C:2]1[CH:3]=[CH:4][C:5]([CH2:8][C:9]([C:11]2[CH:12]=[N:13][CH:14]=[CH:15][C:16]=2[C:17]([O:19][CH3:20])=[O:18])=[O:10])=[CH:6][CH:7]=1. Given the reactants [Cl:1][C:2]1[CH:7]=[CH:6][C:5]([CH:8](C(OC(C)(C)C)=O)[C:9]([C:11]2[CH:12]=[N:13][CH:14]=[CH:15][C:16]=2[C:17]([O:19][CH3:20])=[O:18])=[O:10])=[CH:4][CH:3]=1.FC(F)(F)C(O)=O, predict the reaction product. (5) Given the reactants [CH3:1][C:2]1[CH:10]=[C:9]([CH3:11])[CH:8]=[C:7]2[C:3]=1[C:4]([CH2:12]N(C)C)=[CH:5][NH:6]2.[C-:16]#[N:17].[K+], predict the reaction product. The product is: [CH3:1][C:2]1[CH:10]=[C:9]([CH3:11])[CH:8]=[C:7]2[C:3]=1[C:4]([CH2:12][C:16]#[N:17])=[CH:5][NH:6]2. (6) Given the reactants [CH2:1]([O:3][C:4]([C@@H:6]1[CH2:11][C@:10]2([CH2:12][OH:13])[C@@H:8]([CH2:9]2)[N:7]1[C:14]([O:16][C:17]([CH3:20])([CH3:19])[CH3:18])=[O:15])=[O:5])[CH3:2].[O:21]1[CH:26]=[CH:25][CH2:24][CH2:23][CH2:22]1.CC1C=CC(S(O)(=O)=O)=CC=1.O.C([O-])(O)=O.[Na+], predict the reaction product. The product is: [CH2:1]([O:3][C:4]([C@@H:6]1[CH2:11][C@:10]2([CH2:12][O:13][CH:22]3[CH2:23][CH2:24][CH2:25][CH2:26][O:21]3)[C@@H:8]([CH2:9]2)[N:7]1[C:14]([O:16][C:17]([CH3:19])([CH3:18])[CH3:20])=[O:15])=[O:5])[CH3:2].